Task: Binary Classification. Given a drug SMILES string, predict its activity (active/inactive) in a high-throughput screening assay against a specified biological target.. Dataset: Serine/threonine kinase 33 screen with 319,792 compounds (1) The drug is O=C(N1CCc2c(C1)cccc2)CN(C)C. The result is 0 (inactive). (2) The drug is O=c1n(n(c(c1NC(=O)C(OC(=O)/C=C\c1occc1)C)C)C)c1ccccc1. The result is 0 (inactive). (3) The result is 0 (inactive). The drug is S(Cn1nnc2c(c1=O)cccc2)c1sc(Nc2ccc(cc2)C)nn1. (4) The molecule is S(CC(=O)NC1CCCC1)c1n(c2ccccc2)cnn1. The result is 0 (inactive). (5) The compound is Fc1ccc(CN(Cc2occc2)C(=O)COc2cc3c(oc(=O)cc3C)cc2)cc1. The result is 0 (inactive).